From a dataset of Forward reaction prediction with 1.9M reactions from USPTO patents (1976-2016). Predict the product of the given reaction. (1) Given the reactants [Cl:1][C:2]1[S:6][C:5]([C:7]2[O:11][C:10]([S:12][CH2:13][C:14]([NH:16][C:17]3[CH:22]=[CH:21][CH:20]=[CH:19][CH:18]=3)=[O:15])=[N:9][N:8]=2)=[CH:4][CH:3]=1.C([O-])(=O)C.[Na+], predict the reaction product. The product is: [Cl:1][C:2]1[S:6][C:5]([C:7]([NH:8][N:9]=[C:10]2[N:16]([C:17]3[CH:22]=[CH:21][CH:20]=[CH:19][CH:18]=3)[C:14](=[O:15])[CH2:13][S:12]2)=[O:11])=[CH:4][CH:3]=1. (2) Given the reactants I[CH2:2][CH2:3][CH2:4][C:5]1[CH:10]=[CH:9][C:8]([O:11][CH2:12][C:13]2[CH:18]=[CH:17][CH:16]=[CH:15][CH:14]=2)=[CH:7][CH:6]=1.[OH:19][CH2:20][CH2:21][C:22]1[NH:23][CH:24]=[CH:25][N:26]=1.C(=O)([O-])[O-].[K+].[K+], predict the reaction product. The product is: [CH2:12]([O:11][C:8]1[CH:9]=[CH:10][C:5]([CH2:4][CH2:3][CH2:2][N:23]2[CH:24]=[CH:25][N:26]=[C:22]2[CH2:21][CH2:20][OH:19])=[CH:6][CH:7]=1)[C:13]1[CH:18]=[CH:17][CH:16]=[CH:15][CH:14]=1. (3) Given the reactants CON(C)[C:4](=[O:22])[C:5]1[CH:10]=[CH:9][C:8]([C:11]([F:14])([F:13])[F:12])=[N:7][C:6]=1[NH:15][C:16]1[CH:21]=[CH:20][CH:19]=[CH:18][CH:17]=1.[CH3:24][Mg]Cl, predict the reaction product. The product is: [C:16]1([NH:15][C:6]2[C:5]([C:4](=[O:22])[CH3:24])=[CH:10][CH:9]=[C:8]([C:11]([F:12])([F:13])[F:14])[N:7]=2)[CH:17]=[CH:18][CH:19]=[CH:20][CH:21]=1. (4) Given the reactants [CH3:1][C:2]1[CH:7]=[CH:6][N:5]=[C:4]([NH:8][C:9]([NH2:11])=[S:10])[N:3]=1.[CH2:12]([O:14][C:15](=[O:25])[CH2:16][C:17](=O)[C:18]1[CH:23]=[CH:22][CH:21]=[CH:20][N:19]=1)[CH3:13], predict the reaction product. The product is: [CH3:1][C:2]1[CH:7]=[CH:6][N:5]=[C:4]([NH:8][C:9]2[S:10][C:16]([C:15]([O:14][CH2:12][CH3:13])=[O:25])=[C:17]([C:18]3[CH:23]=[CH:22][CH:21]=[CH:20][N:19]=3)[N:11]=2)[N:3]=1. (5) Given the reactants [CH3:1][O:2][C:3]([C:5]1[C:9]2[C:10](=[S:14])[NH:11][CH2:12][CH2:13][C:8]=2[N:7]([CH2:15][CH2:16][C:17]2[CH:22]=[CH:21][C:20]([N+:23]([O-:25])=[O:24])=[CH:19][CH:18]=2)[CH:6]=1)=[O:4].CI.[C:28]([O-])([O-])=O.[K+].[K+], predict the reaction product. The product is: [CH3:1][O:2][C:3]([C:5]1[C:9]2[C:10]([S:14][CH3:28])=[N:11][CH2:12][CH2:13][C:8]=2[N:7]([CH2:15][CH2:16][C:17]2[CH:22]=[CH:21][C:20]([N+:23]([O-:25])=[O:24])=[CH:19][CH:18]=2)[CH:6]=1)=[O:4]. (6) Given the reactants [CH2:1]([Mg]Cl)[CH2:2][CH3:3].[CH:6]([C:8]1[C:16]2[O:15][CH2:14][CH:13]([C:17]3[CH:22]=[CH:21][C:20]([CH:23]([CH3:25])[CH3:24])=[CH:19][CH:18]=3)[C:12]=2[C:11]([CH3:26])=[C:10]([NH:27][C:28](=[O:34])[CH2:29][C:30]([CH3:33])([CH3:32])[CH3:31])[C:9]=1[CH3:35])=[O:7], predict the reaction product. The product is: [OH:7][CH:6]([C:8]1[C:16]2[O:15][CH2:14][CH:13]([C:17]3[CH:22]=[CH:21][C:20]([CH:23]([CH3:25])[CH3:24])=[CH:19][CH:18]=3)[C:12]=2[C:11]([CH3:26])=[C:10]([NH:27][C:28](=[O:34])[CH2:29][C:30]([CH3:33])([CH3:32])[CH3:31])[C:9]=1[CH3:35])[CH2:1][CH2:2][CH3:3].